This data is from Full USPTO retrosynthesis dataset with 1.9M reactions from patents (1976-2016). The task is: Predict the reactants needed to synthesize the given product. Given the product [C:1]([Si:5]([CH3:42])([CH3:41])[O:6][CH2:7][CH2:8][N:9]([CH2:21][C:22]1[CH:27]=[CH:26][C:25]([S:28]([N:31]2[CH:35]=[CH:34][C:33](/[CH:36]=[CH:37]/[C:38]([NH:69][O:68][CH:63]3[CH2:64][CH2:65][CH2:66][CH2:67][O:62]3)=[O:39])=[CH:32]2)(=[O:29])=[O:30])=[CH:24][CH:23]=1)[CH2:10][CH2:11][C:12]1[C:20]2[C:15](=[CH:16][CH:17]=[CH:18][CH:19]=2)[NH:14][CH:13]=1)([CH3:3])([CH3:2])[CH3:4], predict the reactants needed to synthesize it. The reactants are: [C:1]([Si:5]([CH3:42])([CH3:41])[O:6][CH2:7][CH2:8][N:9]([CH2:21][C:22]1[CH:27]=[CH:26][C:25]([S:28]([N:31]2[CH:35]=[CH:34][C:33](/[CH:36]=[CH:37]/[C:38](O)=[O:39])=[CH:32]2)(=[O:30])=[O:29])=[CH:24][CH:23]=1)[CH2:10][CH2:11][C:12]1[C:20]2[C:15](=[CH:16][CH:17]=[CH:18][CH:19]=2)[NH:14][CH:13]=1)([CH3:4])([CH3:3])[CH3:2].C(N(CC)CC)C.CCN=C=NCCCN(C)C.Cl.[O:62]1[CH2:67][CH2:66][CH2:65][CH2:64][CH:63]1[O:68][NH2:69].